This data is from NCI-60 drug combinations with 297,098 pairs across 59 cell lines. The task is: Regression. Given two drug SMILES strings and cell line genomic features, predict the synergy score measuring deviation from expected non-interaction effect. (1) Synergy scores: CSS=84.3, Synergy_ZIP=-0.438, Synergy_Bliss=-1.70, Synergy_Loewe=4.33, Synergy_HSA=4.78. Cell line: COLO 205. Drug 2: C1=C(C(=O)NC(=O)N1)F. Drug 1: CC(CN1CC(=O)NC(=O)C1)N2CC(=O)NC(=O)C2. (2) Drug 1: C1CC(C1)(C(=O)O)C(=O)O.[NH2-].[NH2-].[Pt+2]. Drug 2: C1=CC(=C(C=C1I)F)NC2=C(C=CC(=C2F)F)C(=O)NOCC(CO)O. Cell line: HCT116. Synergy scores: CSS=33.1, Synergy_ZIP=-3.79, Synergy_Bliss=-3.01, Synergy_Loewe=-77.9, Synergy_HSA=-2.34. (3) Cell line: SNB-75. Synergy scores: CSS=18.9, Synergy_ZIP=-7.44, Synergy_Bliss=-2.30, Synergy_Loewe=-4.39, Synergy_HSA=-2.48. Drug 1: C1=CC(=CC=C1CCCC(=O)O)N(CCCl)CCCl. Drug 2: B(C(CC(C)C)NC(=O)C(CC1=CC=CC=C1)NC(=O)C2=NC=CN=C2)(O)O.